Task: Predict the product of the given reaction.. Dataset: Forward reaction prediction with 1.9M reactions from USPTO patents (1976-2016) Given the reactants [C:1]([O:5][C:6](=[O:42])[N:7]([C:30]1[CH:35]=[CH:34][C:33]([N:36]2[CH2:41][CH2:40][O:39][CH2:38][CH2:37]2)=[CH:32][CH:31]=1)[C:8]1[C:9]2[N:10]([N:27]=[CH:28][N:29]=2)[C:11]([Sn](CCCC)(CCCC)CCCC)=[CH:12][N:13]=1)([CH3:4])([CH3:3])[CH3:2].Br[C:44]1[O:48][CH:47]=[C:46]([C:49]([NH2:51])=[O:50])[CH:45]=1, predict the reaction product. The product is: [NH3:7].[C:1]([O:5][C:6](=[O:42])[N:7]([C:8]1[C:9]2[N:10]([N:27]=[CH:28][N:29]=2)[C:11]([C:44]2[O:48][CH:47]=[C:46]([C:49](=[O:50])[NH2:51])[CH:45]=2)=[CH:12][N:13]=1)[C:30]1[CH:35]=[CH:34][C:33]([N:36]2[CH2:41][CH2:40][O:39][CH2:38][CH2:37]2)=[CH:32][CH:31]=1)([CH3:3])([CH3:4])[CH3:2].